Task: Predict the reactants needed to synthesize the given product.. Dataset: Full USPTO retrosynthesis dataset with 1.9M reactions from patents (1976-2016) The reactants are: [C:1]([O:5][C:6](=[O:17])[N:7]([C:9]1[CH:14]=[C:13]([NH:15][NH2:16])[N:12]=[CH:11][N:10]=1)[CH3:8])([CH3:4])([CH3:3])[CH3:2].[CH2:18]([O:20][C:21](=[O:29])[C:22]([C:27]#[N:28])=[CH:23]OCC)[CH3:19]. Given the product [CH2:18]([O:20][C:21]([C:22]1[CH:23]=[N:16][N:15]([C:13]2[CH:14]=[C:9]([N:7]([C:6]([O:5][C:1]([CH3:4])([CH3:2])[CH3:3])=[O:17])[CH3:8])[N:10]=[CH:11][N:12]=2)[C:27]=1[NH2:28])=[O:29])[CH3:19], predict the reactants needed to synthesize it.